This data is from Merck oncology drug combination screen with 23,052 pairs across 39 cell lines. The task is: Regression. Given two drug SMILES strings and cell line genomic features, predict the synergy score measuring deviation from expected non-interaction effect. (1) Drug 1: COC12C(COC(N)=O)C3=C(C(=O)C(C)=C(N)C3=O)N1CC1NC12. Drug 2: CCc1cnn2c(NCc3ccc[n+]([O-])c3)cc(N3CCCCC3CCO)nc12. Cell line: KPL1. Synergy scores: synergy=6.06. (2) Drug 1: CN1C(=O)C=CC2(C)C3CCC4(C)C(NC(=O)OCC(F)(F)F)CCC4C3CCC12. Drug 2: Cn1nnc2c(C(N)=O)ncn2c1=O. Cell line: A375. Synergy scores: synergy=-8.79. (3) Drug 1: O=S1(=O)NC2(CN1CC(F)(F)F)C1CCC2Cc2cc(C=CCN3CCC(C(F)(F)F)CC3)ccc2C1. Drug 2: CCC1(O)CC2CN(CCc3c([nH]c4ccccc34)C(C(=O)OC)(c3cc4c(cc3OC)N(C)C3C(O)(C(=O)OC)C(OC(C)=O)C5(CC)C=CCN6CCC43C65)C2)C1. Cell line: COLO320DM. Synergy scores: synergy=2.92. (4) Drug 1: C=CCn1c(=O)c2cnc(Nc3ccc(N4CCN(C)CC4)cc3)nc2n1-c1cccc(C(C)(C)O)n1. Drug 2: NC1(c2ccc(-c3nc4ccn5c(=O)[nH]nc5c4cc3-c3ccccc3)cc2)CCC1. Cell line: KPL1. Synergy scores: synergy=27.6. (5) Drug 1: CN1C(=O)C=CC2(C)C3CCC4(C)C(NC(=O)OCC(F)(F)F)CCC4C3CCC12. Drug 2: Cn1nnc2c(C(N)=O)ncn2c1=O. Cell line: OVCAR3. Synergy scores: synergy=-39.9.